This data is from Peptide-MHC class I binding affinity with 185,985 pairs from IEDB/IMGT. The task is: Regression. Given a peptide amino acid sequence and an MHC pseudo amino acid sequence, predict their binding affinity value. This is MHC class I binding data. (1) The peptide sequence is WNVVPSDLW. The MHC is Mamu-B17 with pseudo-sequence Mamu-B17. The binding affinity (normalized) is 0.517. (2) The peptide sequence is WYWGPSLYNI. The MHC is HLA-A24:02 with pseudo-sequence HLA-A24:02. The binding affinity (normalized) is 0.0944. (3) The peptide sequence is FSNSNIYK. The MHC is HLA-B15:01 with pseudo-sequence HLA-B15:01. The binding affinity (normalized) is 0. (4) The MHC is HLA-B15:01 with pseudo-sequence HLA-B15:01. The peptide sequence is EISGLRPGE. The binding affinity (normalized) is 0.0847. (5) The peptide sequence is ESLLHQASW. The MHC is HLA-B39:01 with pseudo-sequence HLA-B39:01. The binding affinity (normalized) is 0.0847.